This data is from Reaction yield outcomes from USPTO patents with 853,638 reactions. The task is: Predict the reaction yield, written as a fraction of the theoretical maximum amount of product (1.0 means a 100% yield; for example, 0.34 means a 34% yield). (1) The reactants are [F:1][C:2]([F:19])([F:18])[C:3]([C:9]1[CH:14]=[CH:13][CH:12]=[C:11]([N+:15]([O-])=O)[CH:10]=1)([OH:8])[C:4]([F:7])([F:6])[F:5].C([O-])=O.[NH4+]. The catalyst is C(O)C.[Pd]. The product is [NH2:15][C:11]1[CH:10]=[C:9]([C:3]([OH:8])([C:2]([F:1])([F:18])[F:19])[C:4]([F:5])([F:6])[F:7])[CH:14]=[CH:13][CH:12]=1. The yield is 0.670. (2) The reactants are C(=O)([O-])[O-].[K+].[K+].[CH3:7][O:8][C:9](=[O:34])[CH:10]([NH:19][C:20]1[CH:25]=[CH:24][CH:23]=[CH:22][C:21]=1[C:26](=[O:33])[C:27]1[CH:32]=[CH:31][CH:30]=[CH:29][CH:28]=1)[CH2:11][C:12]1[CH:17]=[CH:16][C:15]([OH:18])=[CH:14][CH:13]=1.[Br:35][CH2:36][CH2:37]Br. The catalyst is C(#N)C. The product is [CH3:7][O:8][C:9](=[O:34])[CH:10]([NH:19][C:20]1[CH:25]=[CH:24][CH:23]=[CH:22][C:21]=1[C:26](=[O:33])[C:27]1[CH:32]=[CH:31][CH:30]=[CH:29][CH:28]=1)[CH2:11][C:12]1[CH:13]=[CH:14][C:15]([O:18][CH2:37][CH2:36][Br:35])=[CH:16][CH:17]=1. The yield is 0.620. (3) The reactants are [C:1]([C:3]1[CH:4]=[C:5]2[C:10](=[CH:11][C:12]=1[O:13][C:14]1[CH:22]=[CH:21][C:17]([C:18]([OH:20])=O)=[CH:16][CH:15]=1)[O:9][CH2:8][CH2:7][CH:6]2[C:23]([O:25][CH3:26])=[O:24])#[N:2].C(Cl)(=O)C(Cl)=O.C(N(CC)CC)C.[I:40][C:41]1[CH:42]=[C:43]([CH:45]=[CH:46][CH:47]=1)[NH2:44]. The catalyst is ClCCCl.CN(C=O)C. The product is [C:1]([C:3]1[CH:4]=[C:5]2[C:10](=[CH:11][C:12]=1[O:13][C:14]1[CH:15]=[CH:16][C:17]([C:18](=[O:20])[NH:44][C:43]3[CH:45]=[CH:46][CH:47]=[C:41]([I:40])[CH:42]=3)=[CH:21][CH:22]=1)[O:9][CH2:8][CH2:7][CH:6]2[C:23]([O:25][CH3:26])=[O:24])#[N:2]. The yield is 0.910. (4) The yield is 0.990. The reactants are [CH:1]([O:4][C:5]([C:7]1[CH:8]([C:35]2[CH:40]=[CH:39][CH:38]=[C:37]([N+:41]([O-:43])=[O:42])[CH:36]=2)[C:9]([C:15]([O:17][CH:18]2[CH2:21][N:20]([CH:22]([C:29]3[CH:34]=[CH:33][CH:32]=[CH:31][CH:30]=3)[C:23]3[CH:28]=[CH:27][CH:26]=[CH:25][CH:24]=3)[CH2:19]2)=[O:16])=[C:10]([NH2:14])[NH:11][C:12]=1[CH3:13])=[O:6])([CH3:3])[CH3:2].O.[C:45]1([S:51]([OH:54])(=[O:53])=[O:52])[CH:50]=[CH:49][CH:48]=[CH:47][CH:46]=1. The catalyst is C(OCC)(=O)C. The product is [C:45]1([S:51]([OH:54])(=[O:53])=[O:52])[CH:50]=[CH:49][CH:48]=[CH:47][CH:46]=1.[C:45]1([S:51]([OH:54])(=[O:53])=[O:52])[CH:50]=[CH:49][CH:48]=[CH:47][CH:46]=1.[CH:1]([O:4][C:5]([C:7]1[CH:8]([C:35]2[CH:40]=[CH:39][CH:38]=[C:37]([N+:41]([O-:43])=[O:42])[CH:36]=2)[C:9]([C:15]([O:17][CH:18]2[CH2:19][N:20]([CH:22]([C:29]3[CH:34]=[CH:33][CH:32]=[CH:31][CH:30]=3)[C:23]3[CH:28]=[CH:27][CH:26]=[CH:25][CH:24]=3)[CH2:21]2)=[O:16])=[C:10]([NH2:14])[NH:11][C:12]=1[CH3:13])=[O:6])([CH3:3])[CH3:2]. (5) The reactants are [S:1]1[CH:5]=[CH:4][C:3]([C:6]([OH:8])=[O:7])=[CH:2]1.[Br:9]Br.O. The catalyst is C(O)(=O)C. The product is [Br:9][C:5]1[S:1][CH:2]=[C:3]([C:6]([OH:8])=[O:7])[CH:4]=1. The yield is 0.260. (6) The reactants are Cl[C:2]1[N:7]=[C:6]([O:8][C:9]2[CH:37]=[CH:36][CH:35]=[CH:34][C:10]=2[CH2:11][NH:12][C:13]([NH:15][C:16]2[N:20]([C:21]3[CH:26]=[CH:25][C:24]([CH3:27])=[CH:23][CH:22]=3)[N:19]=[C:18]([CH:28]3[CH2:33][CH2:32][CH2:31][CH2:30][CH2:29]3)[CH:17]=2)=[O:14])[CH:5]=[CH:4][N:3]=1.C(=O)([O-])[O-].[Na+].[Na+].[NH:44]1[CH2:49][CH2:48][O:47][CH2:46][CH2:45]1. The catalyst is C(O)C. The product is [O:47]1[CH2:48][CH2:49][N:44]([C:2]2[N:7]=[C:6]([O:8][C:9]3[CH:37]=[CH:36][CH:35]=[CH:34][C:10]=3[CH2:11][NH:12][C:13]([NH:15][C:16]3[N:20]([C:21]4[CH:22]=[CH:23][C:24]([CH3:27])=[CH:25][CH:26]=4)[N:19]=[C:18]([CH:28]4[CH2:29][CH2:30][CH2:31][CH2:32][CH2:33]4)[CH:17]=3)=[O:14])[CH:5]=[CH:4][N:3]=2)[CH2:45][CH2:46]1. The yield is 0.920. (7) The reactants are [NH2:1][C:2]1[CH:19]=[CH:18][C:5]([O:6][C:7]2[C:16]3[N:15]=[CH:14][C:13](=[O:17])[NH:12][C:11]=3[N:10]=[CH:9][CH:8]=2)=[CH:4][C:3]=1[F:20].[C:21]([C:25]1[CH:29]=[C:28]([N:30]=[C:31]=[O:32])[N:27]([C:33]2[CH:34]=[CH:35][C:36]([O:39][CH3:40])=[N:37][CH:38]=2)[N:26]=1)([CH3:24])([CH3:23])[CH3:22]. No catalyst specified. The product is [C:21]([C:25]1[CH:29]=[C:28]([NH:30][C:31]([NH:1][C:2]2[CH:19]=[CH:18][C:5]([O:6][C:7]3[C:16]4[N:15]=[CH:14][C:13](=[O:17])[NH:12][C:11]=4[N:10]=[CH:9][CH:8]=3)=[CH:4][C:3]=2[F:20])=[O:32])[N:27]([C:33]2[CH:38]=[N:37][C:36]([O:39][CH3:40])=[CH:35][CH:34]=2)[N:26]=1)([CH3:24])([CH3:22])[CH3:23]. The yield is 0.0700. (8) The reactants are [CH3:1][C:2]1([C:5](Cl)=[O:6])[CH2:4][CH2:3]1.[F:8][C:9]1[CH:22]=[C:21]([N+:23]([O-:25])=[O:24])[CH:20]=[CH:19][C:10]=1[O:11][C:12]1[CH:17]=[CH:16][N:15]=[C:14]([NH2:18])[CH:13]=1.CCN(CC)CC.CCOC(C)=O. The catalyst is C(Cl)Cl. The product is [F:8][C:9]1[CH:22]=[C:21]([N+:23]([O-:25])=[O:24])[CH:20]=[CH:19][C:10]=1[O:11][C:12]1[CH:17]=[CH:16][N:15]=[C:14]([NH:18][C:5]([C:2]2([CH3:1])[CH2:4][CH2:3]2)=[O:6])[CH:13]=1. The yield is 0.240. (9) The reactants are [OH-].[Li+].C([O:5][C:6]([CH:8]1[CH2:13][N:12]([CH3:14])[C:11]2[CH:15]=[C:16]([Cl:21])[C:17]([O:19][CH3:20])=[CH:18][C:10]=2[O:9]1)=[O:7])C. The catalyst is C1COCC1.O. The product is [Cl:21][C:16]1[C:17]([O:19][CH3:20])=[CH:18][C:10]2[O:9][CH:8]([C:6]([OH:7])=[O:5])[CH2:13][N:12]([CH3:14])[C:11]=2[CH:15]=1. The yield is 0.740. (10) The reactants are [F:1][B-:2]([F:5])([F:4])[F:3].[C:6]1([C:12]2[CH:17]=[C:16]([C:18]3[CH:23]=[CH:22][CH:21]=[CH:20][CH:19]=3)[CH:15]=[C:14]([C:24]3[CH:29]=[CH:28][CH:27]=[CH:26][CH:25]=3)[O+]=2)[CH:11]=[CH:10][CH:9]=[CH:8][CH:7]=1.[O:30]([C:37]1[CH:43]=[CH:42][C:40]([NH2:41])=[CH:39][CH:38]=1)[C:31]1[CH:36]=[CH:35][CH:34]=[CH:33][CH:32]=1. The catalyst is C(O)C. The product is [F:1][B-:2]([F:5])([F:4])[F:3].[O:30]([C:37]1[CH:38]=[CH:39][C:40]([N+:41]2[C:14]([C:24]3[CH:29]=[CH:28][CH:27]=[CH:26][CH:25]=3)=[CH:15][C:16]([C:18]3[CH:19]=[CH:20][CH:21]=[CH:22][CH:23]=3)=[CH:17][C:12]=2[C:6]2[CH:11]=[CH:10][CH:9]=[CH:8][CH:7]=2)=[CH:42][CH:43]=1)[C:31]1[CH:32]=[CH:33][CH:34]=[CH:35][CH:36]=1. The yield is 0.950.